This data is from Reaction yield outcomes from USPTO patents with 853,638 reactions. The task is: Predict the reaction yield, written as a fraction of the theoretical maximum amount of product (1.0 means a 100% yield; for example, 0.34 means a 34% yield). (1) The reactants are C(OC([N:8]1[CH2:13][CH:12]=[C:11]([C:14]2[CH:15]=[CH:16][C:17]3[O:26][CH2:25][CH2:24][C:23]4[N:19]([N:20]=[C:21]([C:27]5[N:28]([CH2:32][C:33]([F:36])([F:35])[F:34])[N:29]=[CH:30][N:31]=5)[CH:22]=4)[C:18]=3[CH:37]=2)[CH2:10][CH2:9]1)=O)(C)(C)C.Cl.C(OCC)C. The catalyst is [Pd]. The product is [NH:8]1[CH2:13][CH2:12][CH:11]([C:14]2[CH:15]=[CH:16][C:17]3[O:26][CH2:25][CH2:24][C:23]4[N:19]([N:20]=[C:21]([C:27]5[N:28]([CH2:32][C:33]([F:35])([F:34])[F:36])[N:29]=[CH:30][N:31]=5)[CH:22]=4)[C:18]=3[CH:37]=2)[CH2:10][CH2:9]1. The yield is 0.740. (2) The reactants are C([Li])CCC.[CH3:6][O:7][C:8]1[CH:9]=[C:10]([C:14]2[CH:19]=[CH:18][CH:17]=[C:16]([CH:20]3[S:25][CH2:24][CH2:23][CH2:22][S:21]3)[CH:15]=2)[CH:11]=[CH:12][CH:13]=1.CN1[C:32]2[CH:33]=[CH:34][C:35](C=O)=[CH:36][C:31]=2[O:30][CH2:29][CH2:28]1.[O:39]1CCC[CH2:40]1. No catalyst specified. The product is [O:30]1[C:31]2[CH:32]=[CH:33][C:34]([CH:40]([C:20]3([C:16]4[CH:15]=[C:14]([C:10]5[CH:11]=[CH:12][CH:13]=[C:8]([O:7][CH3:6])[CH:9]=5)[CH:19]=[CH:18][CH:17]=4)[S:21][CH2:22][CH2:23][CH2:24][S:25]3)[OH:39])=[CH:35][C:36]=2[CH2:28][CH2:29]1. The yield is 0.430. (3) The reactants are Cl[CH2:2][C:3]1[CH:23]=[CH:22][C:6]([O:7][CH2:8][C:9]2[N:10]=[C:11](/[CH:15]=[CH:16]/[C:17]([O:19][CH2:20][CH3:21])=[O:18])[O:12][C:13]=2[CH3:14])=[C:5]([O:24][CH3:25])[CH:4]=1.[OH:26][C:27]1[C:31]([CH:32]=[O:33])=[CH:30][N:29]([C:34]2[CH:39]=[CH:38][CH:37]=[CH:36][CH:35]=2)[N:28]=1.C(=O)([O-])[O-].[K+].[K+].CN(C)C=O. The catalyst is O. The product is [CH:32]([C:31]1[C:27]([O:26][CH2:2][C:3]2[CH:23]=[CH:22][C:6]([O:7][CH2:8][C:9]3[N:10]=[C:11](/[CH:15]=[CH:16]/[C:17]([O:19][CH2:20][CH3:21])=[O:18])[O:12][C:13]=3[CH3:14])=[C:5]([O:24][CH3:25])[CH:4]=2)=[N:28][N:29]([C:34]2[CH:39]=[CH:38][CH:37]=[CH:36][CH:35]=2)[CH:30]=1)=[O:33]. The yield is 0.540. (4) The reactants are [NH2:1][C:2]1[N:7]=[C:6]([NH:8][C:9]2[CH:10]=[C:11]3[C:15](=[C:16]([C:18]4[NH:19][C:20]5[C:25]([CH:26]=4)=[CH:24][CH:23]=[CH:22][C:21]=5[C:27](O)=[O:28])[CH:17]=2)[NH:14][N:13]=[CH:12]3)[CH:5]=[CH:4][N:3]=1.C1N=C[N:32](C(N2C=NC=C2)=O)C=1.CN(C)C=O.N. No catalyst specified. The product is [NH2:1][C:2]1[N:7]=[C:6]([NH:8][C:9]2[CH:10]=[C:11]3[C:15](=[C:16]([C:18]4[NH:19][C:20]5[C:25]([CH:26]=4)=[CH:24][CH:23]=[CH:22][C:21]=5[C:27]([NH2:32])=[O:28])[CH:17]=2)[NH:14][N:13]=[CH:12]3)[CH:5]=[CH:4][N:3]=1. The yield is 0.0200.